The task is: Predict the reactants needed to synthesize the given product.. This data is from Full USPTO retrosynthesis dataset with 1.9M reactions from patents (1976-2016). (1) Given the product [F:19][C:20]1[CH:21]=[N:22][CH:23]=[C:24]([N:3]2[CH:4]=[C:5]([C:7]#[C:8][C:9]3[CH:14]=[CH:13][CH:12]=[C:11]([C:15]([F:18])([F:16])[F:17])[CH:10]=3)[N:6]=[C:2]2[CH3:1])[CH:25]=1, predict the reactants needed to synthesize it. The reactants are: [CH3:1][C:2]1[NH:3][CH:4]=[C:5]([C:7]#[C:8][C:9]2[CH:14]=[CH:13][CH:12]=[C:11]([C:15]([F:18])([F:17])[F:16])[CH:10]=2)[N:6]=1.[F:19][C:20]1[CH:21]=[N:22][CH:23]=[C:24](F)[CH:25]=1. (2) The reactants are: [C:1]([O:5][C:6]([N:8]1[CH2:13][CH2:12][O:11][C@@H:10]([C:14]2[CH:22]=[CH:21][C:17]([C:18](O)=[O:19])=[CH:16][CH:15]=2)[CH2:9]1)=[O:7])([CH3:4])([CH3:3])[CH3:2].Cl.C([N:26]=C=NCCCN(C)C)C.O.ON1C2C=CC=CC=2N=N1.C(N(CC)C(C)C)(C)C.[Cl-].[NH4+]. Given the product [C:18]([C:17]1[CH:21]=[CH:22][C:14]([C@@H:10]2[O:11][CH2:12][CH2:13][N:8]([C:6]([O:5][C:1]([CH3:4])([CH3:3])[CH3:2])=[O:7])[CH2:9]2)=[CH:15][CH:16]=1)(=[O:19])[NH2:26], predict the reactants needed to synthesize it.